From a dataset of Serine/threonine kinase 33 screen with 319,792 compounds. Binary Classification. Given a drug SMILES string, predict its activity (active/inactive) in a high-throughput screening assay against a specified biological target. (1) The compound is S(=O)(=O)(N1C(OCC1)CNC(=O)C(=O)NCc1ccncc1)c1ccc(F)cc1. The result is 0 (inactive). (2) The compound is S(CCC(=O)N1CCC(n2nccc2NC(=O)c2cc3OCOc3cc2)CC1)C. The result is 0 (inactive).